Dataset: Full USPTO retrosynthesis dataset with 1.9M reactions from patents (1976-2016). Task: Predict the reactants needed to synthesize the given product. (1) Given the product [Br:15][C:11]1[C:6]2[C:7](=[N:8][C:3]([S:2][CH3:1])=[N:4][CH:5]=2)[NH:9][N:10]=1, predict the reactants needed to synthesize it. The reactants are: [CH3:1][S:2][C:3]1[N:8]=[C:7]2[NH:9][N:10]=[C:11](O)[C:6]2=[CH:5][N:4]=1.P(Br)(Br)([Br:15])=O.[OH-].[NH4+]. (2) Given the product [F:40][C:39]([F:42])([F:41])[C:37]([OH:43])=[O:38].[NH2:29][CH2:28][CH2:27][CH2:26][C:19]1([CH2:18][S:15]([N:12]2[CH2:13][CH2:14][CH:9]([O:8][C:5]3[CH:4]=[CH:3][C:2]([Cl:1])=[CH:7][N:6]=3)[CH2:10][CH2:11]2)(=[O:16])=[O:17])[NH:20][C:21](=[O:25])[NH:22][C:23]1=[O:24], predict the reactants needed to synthesize it. The reactants are: [Cl:1][C:2]1[CH:3]=[CH:4][C:5]([O:8][CH:9]2[CH2:14][CH2:13][N:12]([S:15]([CH2:18][C:19]3([CH2:26][CH2:27][CH2:28][NH:29]C(=O)OC(C)(C)C)[C:23](=[O:24])[NH:22][C:21](=[O:25])[NH:20]3)(=[O:17])=[O:16])[CH2:11][CH2:10]2)=[N:6][CH:7]=1.[C:37]([OH:43])([C:39]([F:42])([F:41])[F:40])=[O:38]. (3) The reactants are: [F:1][C:2]1[CH:3]=[C:4]([CH:12]2[CH2:17][N:16]([C:18]([N:20]3[CH2:25][CH2:24][S:23][CH2:22][CH2:21]3)=[O:19])[CH2:15][CH:14]([C:26]([O:28]C)=[O:27])[CH2:13]2)[CH:5]=[CH:6][C:7]=1[C:8]([F:11])([F:10])[F:9].CC(C)([O-])C.[K+]. Given the product [F:1][C:2]1[CH:3]=[C:4]([CH:12]2[CH2:17][N:16]([C:18]([N:20]3[CH2:25][CH2:24][S:23][CH2:22][CH2:21]3)=[O:19])[CH2:15][CH:14]([C:26]([OH:28])=[O:27])[CH2:13]2)[CH:5]=[CH:6][C:7]=1[C:8]([F:11])([F:9])[F:10], predict the reactants needed to synthesize it. (4) Given the product [Cl:5][C:6]1[CH:7]=[CH:8][C:9]([C:12]2([OH:20])[O:16][C:15](=[O:17])[CH2:14][C:13]2([CH3:18])[CH3:19])=[CH:10][C:11]=1[N+:1]([O-:4])=[O:2], predict the reactants needed to synthesize it. The reactants are: [N+:1]([O-:4])(O)=[O:2].[Cl:5][C:6]1[CH:11]=[CH:10][C:9]([C:12]2([OH:20])[O:16][C:15](=[O:17])[CH2:14][C:13]2([CH3:19])[CH3:18])=[CH:8][CH:7]=1. (5) Given the product [F:15][C:16]1[CH:21]=[CH:20][C:19]([C:2]2[N:6]3[CH:7]=[CH:8][C:9]([C:11]([OH:14])([CH3:13])[CH3:12])=[N:10][C:5]3=[N:4][CH:3]=2)=[CH:18][C:17]=1[C:31]1[C:32]([C:37]#[N:38])=[CH:33][CH:34]=[CH:35][CH:36]=1, predict the reactants needed to synthesize it. The reactants are: Br[C:2]1[N:6]2[CH:7]=[CH:8][C:9]([C:11]([OH:14])([CH3:13])[CH3:12])=[N:10][C:5]2=[N:4][CH:3]=1.[F:15][C:16]1[CH:21]=[CH:20][C:19](B2OC(C)(C)C(C)(C)O2)=[CH:18][C:17]=1[C:31]1[C:32]([C:37]#[N:38])=[CH:33][CH:34]=[CH:35][CH:36]=1. (6) The reactants are: [CH2:1]([O:8][C:9]1[CH:14]=[C:13]([O:15][CH2:16][C:17]2[CH:22]=[CH:21][CH:20]=[CH:19][CH:18]=2)[C:12]([CH:23]([CH3:25])[CH3:24])=[CH:11][C:10]=1[C:26]1[O:30][N:29]=[C:28]([C:31]([NH:33][CH2:34][CH3:35])=[O:32])[C:27]=1I)[C:2]1[CH:7]=[CH:6][CH:5]=[CH:4][CH:3]=1.C([Sn](CCCC)(CCCC)[C:42]1[CH:43]=[N:44][N:45]([CH2:47][CH3:48])[CH:46]=1)CCC. Given the product [CH2:1]([O:8][C:9]1[CH:14]=[C:13]([O:15][CH2:16][C:17]2[CH:22]=[CH:21][CH:20]=[CH:19][CH:18]=2)[C:12]([CH:23]([CH3:25])[CH3:24])=[CH:11][C:10]=1[C:26]1[O:30][N:29]=[C:28]([C:31]([NH:33][CH2:34][CH3:35])=[O:32])[C:27]=1[C:42]1[CH:43]=[N:44][N:45]([CH2:47][CH3:48])[CH:46]=1)[C:2]1[CH:7]=[CH:6][CH:5]=[CH:4][CH:3]=1, predict the reactants needed to synthesize it. (7) Given the product [CH:25]1([CH2:24][CH:23]([C:30]2[CH:35]=[CH:34][C:33]([C:36]([F:39])([F:37])[F:38])=[CH:32][CH:31]=2)[C:22]([NH:21][C:18]2[CH:19]=[CH:20][CH:15]=[CH:16][N:17]=2)=[O:40])[CH2:29][CH2:28][CH2:27][CH2:26]1, predict the reactants needed to synthesize it. The reactants are: COC(=O)C1C=CC(N)=NC=1.COC(=O)[C:15]1[CH:20]=[CH:19][C:18]([NH:21][C:22](=[O:40])[CH:23]([C:30]2[CH:35]=[CH:34][C:33]([C:36]([F:39])([F:38])[F:37])=[CH:32][CH:31]=2)[CH2:24][CH:25]2[CH2:29][CH2:28][CH2:27][CH2:26]2)=[N:17][CH:16]=1. (8) Given the product [CH:1]1([C:4]2[CH:5]=[CH:6][C:7]([CH2:10][O:11][C:16]3[CH:17]=[CH:18][C:13]([I:12])=[CH:14][C:15]=3[O:20][CH3:21])=[CH:8][CH:9]=2)[CH2:3][CH2:2]1, predict the reactants needed to synthesize it. The reactants are: [CH:1]1([C:4]2[CH:9]=[CH:8][C:7]([CH2:10][OH:11])=[CH:6][CH:5]=2)[CH2:3][CH2:2]1.[I:12][C:13]1[CH:18]=[CH:17][C:16](O)=[C:15]([O:20][CH3:21])[CH:14]=1.C1(P(C2C=CC=CC=2)C2C=CC=CC=2)C=CC=CC=1.N(C(OC(C)C)=O)=NC(OC(C)C)=O. (9) Given the product [CH2:1]([N:5]1[C:9]2=[N:10][C:11]([C:15]3[CH:20]=[CH:19][CH:18]=[CH:17][C:16]=3[F:21])=[N:12][C:13]([NH:23][C:24]3[CH:29]=[CH:28][N:27]=[CH:26][CH:25]=3)=[C:8]2[C:7]([CH3:22])=[N:6]1)[CH2:2][CH2:3][CH3:4], predict the reactants needed to synthesize it. The reactants are: [CH2:1]([N:5]1[C:9]2=[N:10][C:11]([C:15]3[CH:20]=[CH:19][CH:18]=[CH:17][C:16]=3[F:21])=[N:12][C:13](Cl)=[C:8]2[C:7]([CH3:22])=[N:6]1)[CH2:2][CH2:3][CH3:4].[NH2:23][C:24]1[CH:29]=[CH:28][N:27]=[CH:26][CH:25]=1.